From a dataset of Full USPTO retrosynthesis dataset with 1.9M reactions from patents (1976-2016). Predict the reactants needed to synthesize the given product. (1) Given the product [F:8][C:5]1[CH:6]=[CH:7][C:2]([C:21]([O:22][CH3:23])=[O:17])=[N:3][CH:4]=1, predict the reactants needed to synthesize it. The reactants are: Br[C:2]1[CH:7]=[CH:6][C:5]([F:8])=[CH:4][N:3]=1.C(N(CC)CC)C.C[OH:17].[C]=O.C[CH2:21][O:22][CH2:23]C. (2) Given the product [NH2:1][C:2]1[S:3][C:4]([C:17]2[CH:22]=[CH:21][CH:20]=[C:19]([F:23])[CH:18]=2)=[C:5]([C:7]([N:9]2[C@H:14]([CH2:15][NH:16][C:33]([C:32]3[N:26]4[C:27]([S:28][CH:29]=[C:25]4[CH3:24])=[N:30][CH:31]=3)=[O:34])[CH2:13][C@H:12]3[C@@H:10]2[CH2:11]3)=[O:8])[N:6]=1, predict the reactants needed to synthesize it. The reactants are: [NH2:1][C:2]1[S:3][C:4]([C:17]2[CH:22]=[CH:21][CH:20]=[C:19]([F:23])[CH:18]=2)=[C:5]([C:7]([N:9]2[C@H:14]([CH2:15][NH2:16])[CH2:13][C@H:12]3[C@@H:10]2[CH2:11]3)=[O:8])[N:6]=1.[CH3:24][C:25]1[N:26]2[C:32]([C:33](O)=[O:34])=[CH:31][N:30]=[C:27]2[S:28][CH:29]=1. (3) Given the product [CH3:1][C@@H:2]([NH:13][CH2:14][CH2:15][CH2:16][C:17]1[CH:18]=[CH:19][CH:20]=[C:21]([C:23]([F:24])([F:25])[F:26])[CH:22]=1)[C:3]1[CH:4]=[CH:5][CH:6]=[C:7]2[CH:12]=[CH:11][CH:10]=[CH:9][C:8]=12.[C:33]([O-:36])(=[O:35])/[CH:34]=[CH:1]/[C:28]([O-:31])=[O:30], predict the reactants needed to synthesize it. The reactants are: [CH3:1][C@@H:2]([NH:13][CH2:14][CH2:15][CH2:16][C:17]1[CH:18]=[CH:19][CH:20]=[C:21]([C:23]([F:26])([F:25])[F:24])[CH:22]=1)[C:3]1[CH:4]=[CH:5][CH:6]=[C:7]2[CH:12]=[CH:11][CH:10]=[CH:9][C:8]=12.Cl.[C:28]([O-:31])([OH:30])=O.[Na+].[C:33]([O:36]CC)(=[O:35])[CH3:34].